From a dataset of Catalyst prediction with 721,799 reactions and 888 catalyst types from USPTO. Predict which catalyst facilitates the given reaction. (1) The catalyst class is: 5. Product: [Cl:29][C:23]1[CH:24]=[CH:25][C:26]([Cl:28])=[CH:27][C:22]=1[C:17]1([CH2:16][C:12]2[N:11]3[CH2:30][CH2:31][N:32]([CH:35]([CH3:37])[CH3:36])[C:33](=[O:34])[C:10]3=[C:9]([OH:8])[C:14](=[O:15])[N:13]=2)[CH2:21][CH2:20][CH2:19][CH2:18]1. Reactant: C([O:8][C:9]1[C:14](=[O:15])[N:13]=[C:12]([CH2:16][C:17]2([C:22]3[CH:27]=[C:26]([Cl:28])[CH:25]=[CH:24][C:23]=3[Cl:29])[CH2:21][CH2:20][CH2:19][CH2:18]2)[N:11]2[CH2:30][CH2:31][N:32]([CH:35]([CH3:37])[CH3:36])[C:33](=[O:34])[C:10]=12)C1C=CC=CC=1.Cl.C(OCC)(=O)C. (2) Reactant: COCCN(S(F)(F)[F:11])CCOC.[C:14]([O:18][C:19]([N:21]1[CH2:26][CH2:25][CH:24](O)[CH2:23][CH2:22]1)=[O:20])([CH3:17])([CH3:16])[CH3:15]. Product: [C:14]([O:18][C:19]([N:21]1[CH2:26][CH2:25][CH:24]([F:11])[CH2:23][CH2:22]1)=[O:20])([CH3:17])([CH3:16])[CH3:15]. The catalyst class is: 2. (3) Reactant: C([O:8][C:9]1[CH:14]=[CH:13][C:12]([S:15]([NH:18][CH2:19][C:20]2[NH:24][N:23]=[C:22]([C:25]3[CH:30]=[CH:29][N:28]=[CH:27][CH:26]=3)[N:21]=2)(=[O:17])=[O:16])=[CH:11][CH:10]=1)C1C=CC=CC=1. Product: [OH:8][C:9]1[CH:14]=[CH:13][C:12]([S:15]([NH:18][CH2:19][C:20]2[NH:24][N:23]=[C:22]([C:25]3[CH:30]=[CH:29][N:28]=[CH:27][CH:26]=3)[N:21]=2)(=[O:17])=[O:16])=[CH:11][CH:10]=1. The catalyst class is: 350. (4) Product: [Cl:1][C:2]1[S:6][C:5]([C:7]2[O:11][N:10]=[CH:9][C:8]=2[CH2:12][OH:13])=[CH:4][CH:3]=1. The catalyst class is: 7. Reactant: [Cl:1][C:2]1[S:6][C:5]([C:7]2[O:11][N:10]=[CH:9][C:8]=2[C:12](OCC)=[O:13])=[CH:4][CH:3]=1.[H-].C([Al+]CC(C)C)C(C)C.Cl. (5) Reactant: [NH:1]1[CH2:6][CH2:5][O:4][CH2:3][CH2:2]1.[CH2:7]=[C:8]1[O:12][C:10](=[O:11])[CH2:9]1. Product: [N:1]1([C:10](=[O:11])[CH2:9][C:8](=[O:12])[CH3:7])[CH2:6][CH2:5][O:4][CH2:3][CH2:2]1. The catalyst class is: 7. (6) Reactant: Br[C:2]1[CH:11]=[C:10]2[C:5]([C:6]([C:12]3[C:16]([C:17]4[CH:22]=[CH:21][CH:20]=[C:19]([CH3:23])[N:18]=4)=[N:15][N:14]4[CH2:24][CH2:25][CH2:26][C:13]=34)=[CH:7][CH:8]=[N:9]2)=[CH:4][CH:3]=1.[CH2:27](C([Sn])=C(CCCC)CCCC)[CH2:28]CC. Product: [CH3:23][C:19]1[N:18]=[C:17]([C:16]2[C:12]([C:6]3[C:5]4[C:10](=[CH:11][C:2]([CH:27]=[CH2:28])=[CH:3][CH:4]=4)[N:9]=[CH:8][CH:7]=3)=[C:13]3[CH2:26][CH2:25][CH2:24][N:14]3[N:15]=2)[CH:22]=[CH:21][CH:20]=1. The catalyst class is: 747. (7) Reactant: [C:1]([O:5][C:6]([N:8]1[C@@H:12]([CH2:13][C@@H:14]([OH:19])[C:15]([F:18])([F:17])[F:16])[CH2:11][O:10][C:9]1([CH3:21])[CH3:20])=[O:7])([CH3:4])([CH3:3])[CH3:2].F[C:23]1[CH:28]=[CH:27][C:26]([N+:29]([O-:31])=[O:30])=[CH:25][CH:24]=1.C[Si]([N-][Si](C)(C)C)(C)C.[K+]. Product: [C:1]([O:5][C:6]([N:8]1[C@@H:12]([CH2:13][C@@H:14]([O:19][C:23]2[CH:28]=[CH:27][C:26]([N+:29]([O-:31])=[O:30])=[CH:25][CH:24]=2)[C:15]([F:18])([F:16])[F:17])[CH2:11][O:10][C:9]1([CH3:21])[CH3:20])=[O:7])([CH3:4])([CH3:2])[CH3:3]. The catalyst class is: 266.